This data is from Peptide-MHC class I binding affinity with 185,985 pairs from IEDB/IMGT. The task is: Regression. Given a peptide amino acid sequence and an MHC pseudo amino acid sequence, predict their binding affinity value. This is MHC class I binding data. (1) The MHC is HLA-B58:01 with pseudo-sequence HLA-B58:01. The binding affinity (normalized) is 0.0847. The peptide sequence is LLLLISLVY. (2) The peptide sequence is KPAVNSPRP. The MHC is HLA-B15:01 with pseudo-sequence HLA-B15:01. The binding affinity (normalized) is 0.0636. (3) The peptide sequence is FNATKFPSVY. The MHC is HLA-A30:02 with pseudo-sequence HLA-A30:02. The binding affinity (normalized) is 0.344. (4) The peptide sequence is PLALEGSLQ. The MHC is HLA-A33:01 with pseudo-sequence HLA-A33:01. The binding affinity (normalized) is 0. (5) The peptide sequence is LSPGMMMGM. The MHC is Mamu-A01 with pseudo-sequence Mamu-A01. The binding affinity (normalized) is 0.997. (6) The peptide sequence is LLEQLIENI. The MHC is HLA-A02:01 with pseudo-sequence HLA-A02:01. The binding affinity (normalized) is 0.320. (7) The peptide sequence is FWLMVYEGL. The MHC is HLA-B35:01 with pseudo-sequence HLA-B35:01. The binding affinity (normalized) is 0.258. (8) The peptide sequence is EITGPIIMI. The MHC is HLA-B44:02 with pseudo-sequence HLA-B44:02. The binding affinity (normalized) is 0.0847. (9) The peptide sequence is LATAIAGAW. The MHC is HLA-B58:01 with pseudo-sequence HLA-B58:01. The binding affinity (normalized) is 0.841. (10) The peptide sequence is RQNAAIEAL. The MHC is HLA-B46:01 with pseudo-sequence HLA-B46:01. The binding affinity (normalized) is 0.0847.